This data is from Forward reaction prediction with 1.9M reactions from USPTO patents (1976-2016). The task is: Predict the product of the given reaction. (1) The product is: [C:1]([O:5][C:6]([N:8]([CH2:15][C:16]1[CH:21]=[C:20]([C:22]([O:24][CH2:25][CH3:26])=[O:23])[CH:19]=[CH:18][N:17]=1)[CH2:9][CH2:10][CH2:11][CH2:12][CH2:13][N:29]([CH3:30])[CH3:28])=[O:7])([CH3:4])([CH3:2])[CH3:3]. Given the reactants [C:1]([O:5][C:6]([N:8]([CH2:15][C:16]1[CH:21]=[C:20]([C:22]([O:24][CH2:25][CH3:26])=[O:23])[CH:19]=[CH:18][N:17]=1)[CH2:9][CH2:10][CH2:11][CH2:12][CH:13]=O)=[O:7])([CH3:4])([CH3:3])[CH3:2].Cl.[CH3:28][NH:29][CH3:30].C(N(CC)CC)C, predict the reaction product. (2) Given the reactants [OH:1][CH:2]1[CH2:7][CH2:6][N:5]([C:8]([O:10][C:11]([CH3:14])([CH3:13])[CH3:12])=[O:9])[C@H:4]([CH2:15][O:16][Si:17]([CH:24]([CH3:26])[CH3:25])([CH:21]([CH3:23])[CH3:22])[CH:18]([CH3:20])[CH3:19])[CH2:3]1.C[N+]1([O-])CCOCC1, predict the reaction product. The product is: [O:1]=[C:2]1[CH2:7][CH2:6][N:5]([C:8]([O:10][C:11]([CH3:14])([CH3:13])[CH3:12])=[O:9])[C@H:4]([CH2:15][O:16][Si:17]([CH:18]([CH3:20])[CH3:19])([CH:21]([CH3:23])[CH3:22])[CH:24]([CH3:25])[CH3:26])[CH2:3]1. (3) Given the reactants [F:1][C:2]1([F:16])[O:7][C:6]2[CH:8]=C[C:10](C#N)=[CH:11][C:5]=2[O:4][C:3]1([F:15])[F:14].Cl.[C:18]([OH:21])(=[O:20])[CH3:19], predict the reaction product. The product is: [F:15][C:3]1([F:14])[O:4][C:5]2[CH:11]=[CH:10][C:19]([C:18]([OH:21])=[O:20])=[CH:8][C:6]=2[O:7][C:2]1([F:1])[F:16]. (4) The product is: [CH3:37][O:36][C:26]1[CH:25]=[C:24]([O:12][CH2:11][CH2:10][CH2:9][C:8]2[C:4]([CH2:1][CH2:2][CH3:3])=[N:5][N:6]([C:13]3[CH:18]=[CH:17][C:16]([C:19]([F:21])([F:20])[F:22])=[CH:15][N:14]=3)[CH:7]=2)[CH:29]=[CH:28][C:27]=1[CH2:30][CH2:31][C:32]([OH:34])=[O:33]. Given the reactants [CH2:1]([C:4]1[C:8]([CH2:9][CH2:10][CH2:11][OH:12])=[CH:7][N:6]([C:13]2[CH:18]=[CH:17][C:16]([C:19]([F:22])([F:21])[F:20])=[CH:15][N:14]=2)[N:5]=1)[CH2:2][CH3:3].O[C:24]1[CH:29]=[CH:28][C:27]([CH2:30][CH2:31][C:32]([O:34]C)=[O:33])=[C:26]([O:36][CH3:37])[CH:25]=1.C(P(CCCC)CCCC)CCC.N(C(N1CCCCC1)=O)=NC(N1CCCCC1)=O, predict the reaction product. (5) Given the reactants [Cl:1][C:2]1[CH:18]=[CH:17][C:5]([C:6]([C:8]2[CH:16]=[CH:15][CH:14]=[CH:13][C:9]=2[C:10]([OH:12])=[O:11])=O)=[CH:4][CH:3]=1.S(Cl)([Cl:21])=O, predict the reaction product. The product is: [Cl:21][C:6]1([C:5]2[CH:17]=[CH:18][C:2]([Cl:1])=[CH:3][CH:4]=2)[C:8]2[C:9](=[CH:13][CH:14]=[CH:15][CH:16]=2)[C:10](=[O:12])[O:11]1. (6) Given the reactants [Br:1][C:2]1[CH:7]=[CH:6][C:5]([NH:8][C:9]2[C:10]([C:20](=[O:26])[CH2:21][O:22]COC)=[CH:11][C:12]3[N:16]([CH3:17])[CH:15]=[N:14][C:13]=3[C:18]=2[F:19])=[C:4]([Cl:27])[CH:3]=1.Cl.CO.C([O-])(O)=O.[Na+], predict the reaction product. The product is: [Br:1][C:2]1[CH:7]=[CH:6][C:5]([NH:8][C:9]2[C:10]([C:20](=[O:26])[CH2:21][OH:22])=[CH:11][C:12]3[N:16]([CH3:17])[CH:15]=[N:14][C:13]=3[C:18]=2[F:19])=[C:4]([Cl:27])[CH:3]=1.